Dataset: Full USPTO retrosynthesis dataset with 1.9M reactions from patents (1976-2016). Task: Predict the reactants needed to synthesize the given product. (1) Given the product [CH:31]([C:26]1[CH:27]=[CH:28][CH:29]=[CH:30][C:25]=1[C:9]1[S:8][C:7]2[CH:23]=[C:3]([O:2][CH3:1])[CH:4]=[CH:5][C:6]=2[C:10]=1[O:11][C:12]1[CH:17]=[CH:16][C:15](/[CH:18]=[CH:19]/[C:20]([O:37][CH3:36])=[O:22])=[CH:14][CH:13]=1)([CH3:33])[CH3:32], predict the reactants needed to synthesize it. The reactants are: [CH3:1][O:2][C:3]1[CH:4]=[CH:5][C:6]2[C:10]([O:11][C:12]3[CH:17]=[CH:16][C:15](/[CH:18]=[CH:19]/[C:20](=[O:22])C)=[CH:14][CH:13]=3)=[CH:9][S:8][C:7]=2[CH:23]=1.I[C:25]1[CH:30]=[CH:29][CH:28]=[CH:27][C:26]=1[CH:31]([CH3:33])[CH3:32].CC(C)(C)[C:36](O)=[O:37].C(=O)([O-])[O-].[K+].[K+]. (2) Given the product [CH2:1]([C:3]([C:12]1[CH:25]=[CH:24][C:15]([O:16][CH2:17][CH:18]([OH:23])[C:19]([CH3:20])([CH3:22])[CH3:21])=[C:14]([CH3:26])[CH:13]=1)([C:6]1[S:7][CH:8]=[C:9]([CH3:11])[CH:10]=1)[CH2:4][CH3:5])[CH3:2], predict the reactants needed to synthesize it. The reactants are: [CH2:1]([C:3]([C:12]1[CH:25]=[CH:24][C:15]([O:16][CH2:17][C:18](=[O:23])[C:19]([CH3:22])([CH3:21])[CH3:20])=[C:14]([CH3:26])[CH:13]=1)([C:6]1[S:7][CH:8]=[C:9]([CH3:11])[CH:10]=1)[CH2:4][CH3:5])[CH3:2].[BH4-].[Na+].